This data is from Full USPTO retrosynthesis dataset with 1.9M reactions from patents (1976-2016). The task is: Predict the reactants needed to synthesize the given product. (1) Given the product [Cl:1][C:2]1[CH:10]=[CH:9][C:8]2[N:7]([CH2:26][C:24]([C:27]3[CH:32]=[CH:31][CH:30]=[CH:29][CH:28]=3)([C:18]3[CH:23]=[CH:22][CH:21]=[CH:20][CH:19]=3)[OH:25])[C:6]3[CH2:11][CH2:12][N:13]([CH3:15])[CH2:14][C:5]=3[C:4]=2[CH:3]=1, predict the reactants needed to synthesize it. The reactants are: [Cl:1][C:2]1[CH:10]=[CH:9][C:8]2[NH:7][C:6]3[CH2:11][CH2:12][N:13]([CH3:15])[CH2:14][C:5]=3[C:4]=2[CH:3]=1.[H-].[Na+].[C:18]1([C:24]2([C:27]3[CH:32]=[CH:31][CH:30]=[CH:29][CH:28]=3)[CH2:26][O:25]2)[CH:23]=[CH:22][CH:21]=[CH:20][CH:19]=1. (2) Given the product [CH2:43]([O:42][C:40](=[O:41])[CH2:39][N:37]1[CH:38]=[C:34]([C:9]2[CH:10]=[N:11][C:12]([N:15]3[CH2:20][CH2:19][CH:18]([O:21][C:22]4[CH:27]=[CH:26][CH:25]=[CH:24][C:23]=4[C:28]([F:30])([F:31])[F:29])[CH2:17][CH2:16]3)=[N:13][CH:14]=2)[CH:35]=[N:36]1)[CH3:44], predict the reactants needed to synthesize it. The reactants are: CC1(C)C(C)(C)OB([C:9]2[CH:10]=[N:11][C:12]([N:15]3[CH2:20][CH2:19][CH:18]([O:21][C:22]4[CH:27]=[CH:26][CH:25]=[CH:24][C:23]=4[C:28]([F:31])([F:30])[F:29])[CH2:17][CH2:16]3)=[N:13][CH:14]=2)O1.Br[C:34]1[CH:35]=[N:36][N:37]([CH2:39][C:40]([O:42][CH2:43][CH3:44])=[O:41])[CH:38]=1.C(=O)([O-])[O-].[Na+].[Na+]. (3) Given the product [Cl:1][C:2]1[CH:3]=[CH:4][C:5]([O:12][CH2:13][CH2:14][S:21]([CH3:17])(=[O:23])=[O:20])=[C:6]([CH:11]=1)[C:7]([O:9][CH3:10])=[O:8], predict the reactants needed to synthesize it. The reactants are: [Cl:1][C:2]1[CH:3]=[CH:4][C:5]([O:12][CH2:13][CH2:14]SC)=[C:6]([CH:11]=1)[C:7]([O:9][CH3:10])=[O:8].[CH3:17]O.O[O:20][S:21]([O-:23])=O.[K+]. (4) Given the product [CH3:11][O:5][C:4](=[O:6])[C:3]1[CH:7]=[CH:8][N:9]=[CH:10][C:2]=1[NH2:1], predict the reactants needed to synthesize it. The reactants are: [NH2:1][C:2]1[CH:10]=[N:9][CH:8]=[CH:7][C:3]=1[C:4]([OH:6])=[O:5].[C:11]1(C)C=CC=CC=1.C[Si](C=[N+]=[N-])(C)C. (5) Given the product [NH:19]1[C:27]2[C:22](=[CH:23][CH:24]=[C:25]([NH:28][C:5]3[NH:6][C:7]([C:9]4[CH:14]=[CH:13][N:12]=[CH:11][CH:10]=4)=[CH:8][C:3](=[O:2])[N:4]=3)[CH:26]=2)[CH:21]=[N:20]1, predict the reactants needed to synthesize it. The reactants are: C[O:2][C:3]1[CH:8]=[C:7]([C:9]2[CH:14]=[CH:13][N:12]=[CH:11][CH:10]=2)[N:6]=[C:5](S(C)(=O)=O)[N:4]=1.[NH:19]1[C:27]2[C:22](=[CH:23][CH:24]=[C:25]([NH2:28])[CH:26]=2)[CH:21]=[N:20]1. (6) Given the product [C:1]([O:5][C:6](=[O:37])[NH:7][C:8]1[CH:13]=[CH:12][C:11]([O:14][C:15]2[CH:20]=[CH:19][C:18]([C:21](=[O:33])[NH:22][C:23]3[CH:28]=[CH:27][C:26]([C:29]([F:31])([F:30])[F:32])=[CH:25][CH:24]=3)=[CH:17][C:16]=2[NH2:34])=[CH:10][CH:9]=1)([CH3:4])([CH3:2])[CH3:3], predict the reactants needed to synthesize it. The reactants are: [C:1]([O:5][C:6](=[O:37])[NH:7][C:8]1[CH:13]=[CH:12][C:11]([O:14][C:15]2[CH:20]=[CH:19][C:18]([C:21](=[O:33])[NH:22][C:23]3[CH:28]=[CH:27][C:26]([C:29]([F:32])([F:31])[F:30])=[CH:25][CH:24]=3)=[CH:17][C:16]=2[N+:34]([O-])=O)=[CH:10][CH:9]=1)([CH3:4])([CH3:3])[CH3:2].[NH4+].[Cl-].